This data is from NCI-60 drug combinations with 297,098 pairs across 59 cell lines. The task is: Regression. Given two drug SMILES strings and cell line genomic features, predict the synergy score measuring deviation from expected non-interaction effect. (1) Drug 1: CCN(CC)CCNC(=O)C1=C(NC(=C1C)C=C2C3=C(C=CC(=C3)F)NC2=O)C. Synergy scores: CSS=41.1, Synergy_ZIP=9.16, Synergy_Bliss=8.09, Synergy_Loewe=-13.6, Synergy_HSA=6.71. Drug 2: CC1CCCC2(C(O2)CC(NC(=O)CC(C(C(=O)C(C1O)C)(C)C)O)C(=CC3=CSC(=N3)C)C)C. Cell line: SF-268. (2) Drug 1: C1=CC(=CC=C1C#N)C(C2=CC=C(C=C2)C#N)N3C=NC=N3. Drug 2: C1CNP(=O)(OC1)N(CCCl)CCCl. Cell line: RXF 393. Synergy scores: CSS=-0.402, Synergy_ZIP=0.576, Synergy_Bliss=0.391, Synergy_Loewe=-3.49, Synergy_HSA=-2.34. (3) Drug 1: C1CCN(CC1)CCOC2=CC=C(C=C2)C(=O)C3=C(SC4=C3C=CC(=C4)O)C5=CC=C(C=C5)O. Drug 2: C1=NC(=NC(=O)N1C2C(C(C(O2)CO)O)O)N. Cell line: NCI-H522. Synergy scores: CSS=-2.14, Synergy_ZIP=0.510, Synergy_Bliss=0.101, Synergy_Loewe=-7.90, Synergy_HSA=-4.01.